Task: Regression. Given a peptide amino acid sequence and an MHC pseudo amino acid sequence, predict their binding affinity value. This is MHC class I binding data.. Dataset: Peptide-MHC class I binding affinity with 185,985 pairs from IEDB/IMGT (1) The peptide sequence is MPSEDGAEAL. The MHC is HLA-B35:01 with pseudo-sequence HLA-B35:01. The binding affinity (normalized) is 0.610. (2) The peptide sequence is KEENLVKSM. The MHC is HLA-B40:01 with pseudo-sequence HLA-B40:01. The binding affinity (normalized) is 0.265. (3) The peptide sequence is AIFQSSMTR. The MHC is HLA-A03:01 with pseudo-sequence HLA-A03:01. The binding affinity (normalized) is 0.638.